From a dataset of Full USPTO retrosynthesis dataset with 1.9M reactions from patents (1976-2016). Predict the reactants needed to synthesize the given product. (1) Given the product [ClH:19].[NH:8]1[CH2:13][CH2:12][CH:11]([CH:14]([CH2:17][OH:18])[CH2:15][OH:16])[CH2:10][CH2:9]1, predict the reactants needed to synthesize it. The reactants are: C(OC([N:8]1[CH2:13][CH2:12][CH:11]([CH:14]([CH2:17][OH:18])[CH2:15][OH:16])[CH2:10][CH2:9]1)=O)(C)(C)C.[ClH:19].O1CCOCC1. (2) Given the product [Cl:1][C:2]1[CH:3]=[C:4]([NH:5][C:17](=[O:26])/[CH:18]=[CH:19]/[C:20]2[CH:25]=[CH:24][CH:23]=[CH:22][CH:21]=2)[CH:6]=[CH:7][C:8]=1[Cl:9], predict the reactants needed to synthesize it. The reactants are: [Cl:1][C:2]1[CH:3]=[C:4]([CH:6]=[CH:7][C:8]=1[Cl:9])[NH2:5].C(N(CC)CC)C.[C:17](Cl)(=[O:26])/[CH:18]=[CH:19]/[C:20]1[CH:25]=[CH:24][CH:23]=[CH:22][CH:21]=1.